This data is from Full USPTO retrosynthesis dataset with 1.9M reactions from patents (1976-2016). The task is: Predict the reactants needed to synthesize the given product. (1) Given the product [C:1]([O:4][CH2:5][CH:6]([N:12]=[N+:13]=[N-:14])[C:7]([O:9][CH3:10])=[O:8])(=[O:3])[CH3:2], predict the reactants needed to synthesize it. The reactants are: [C:1]([O:4][CH2:5][CH:6](Br)[C:7]([O:9][CH3:10])=[O:8])(=[O:3])[CH3:2].[N-:12]=[N+:13]=[N-:14].[Na+]. (2) Given the product [CH3:12][CH:6]1[CH2:7][CH2:8][C:9]2[C:4](=[N:3][C:2]([CH3:1])=[CH:11][CH:10]=2)[NH:5]1, predict the reactants needed to synthesize it. The reactants are: [CH3:1][CH:2]1[CH:11]=[CH:10][C:9]2[C:4](=[N:5][C:6]([CH3:12])=[CH:7][CH:8]=2)[NH:3]1.